From a dataset of Forward reaction prediction with 1.9M reactions from USPTO patents (1976-2016). Predict the product of the given reaction. (1) Given the reactants [S:1](N)(N)(=[O:3])=[O:2].[F:6][C:7]1[CH:8]=[C:9]([NH2:20])[C:10]([NH:13][C:14]2[CH:19]=[CH:18][CH:17]=[CH:16][CH:15]=2)=[CH:11][CH:12]=1, predict the reaction product. The product is: [F:6][C:7]1[CH:12]=[CH:11][C:10]2[N:13]([C:14]3[CH:19]=[CH:18][CH:17]=[CH:16][CH:15]=3)[S:1](=[O:3])(=[O:2])[NH:20][C:9]=2[CH:8]=1. (2) Given the reactants [CH:1]([C:4]1[CH:9]=[CH:8][C:7]([C:10]2[N:14]([CH2:15][CH2:16][O:17][CH3:18])[C:13]3[C:19]([O:25][CH3:26])=[CH:20][C:21]([C:23]#N)=[CH:22][C:12]=3[N:11]=2)=[CH:6][CH:5]=1)([CH3:3])[CH3:2].[PH2]([O-])=[O:28].[Na+].C(O)(=O)C, predict the reaction product. The product is: [CH:1]([C:4]1[CH:9]=[CH:8][C:7]([C:10]2[N:14]([CH2:15][CH2:16][O:17][CH3:18])[C:13]3[C:19]([O:25][CH3:26])=[CH:20][C:21]([CH:23]=[O:28])=[CH:22][C:12]=3[N:11]=2)=[CH:6][CH:5]=1)([CH3:3])[CH3:2].